The task is: Predict which catalyst facilitates the given reaction.. This data is from Catalyst prediction with 721,799 reactions and 888 catalyst types from USPTO. Reactant: [CH2:1]([O:8][C:9]([NH:11][C:12]1([CH:16]([CH3:22])[C:17]([O:19]CC)=[O:18])[CH2:15][O:14][CH2:13]1)=[O:10])[C:2]1[CH:7]=[CH:6][CH:5]=[CH:4][CH:3]=1.[OH-].[Na+]. Product: [CH2:1]([O:8][C:9]([NH:11][C:12]1([CH:16]([CH3:22])[C:17]([OH:19])=[O:18])[CH2:13][O:14][CH2:15]1)=[O:10])[C:2]1[CH:7]=[CH:6][CH:5]=[CH:4][CH:3]=1. The catalyst class is: 5.